From a dataset of Forward reaction prediction with 1.9M reactions from USPTO patents (1976-2016). Predict the product of the given reaction. (1) Given the reactants [NH2:1][CH:2]1[CH2:7][CH2:6][N:5]([C:8]2[CH:13]=[CH:12][C:11]([C:14]3[NH:23][C:22](=[O:24])[C:21]4[C:16](=[CH:17][C:18]([O:27][CH3:28])=[CH:19][C:20]=4[O:25][CH3:26])[N:15]=3)=[CH:10][CH:9]=2)[CH2:4][CH2:3]1.[CH3:29][N:30]([CH3:34])[C:31](Cl)=[O:32].CCN(CC)CC.[OH-].[Na+], predict the reaction product. The product is: [CH3:26][O:25][C:20]1[CH:19]=[C:18]([O:27][CH3:28])[CH:17]=[C:16]2[C:21]=1[C:22](=[O:24])[NH:23][C:14]([C:11]1[CH:12]=[CH:13][C:8]([N:5]3[CH2:4][CH2:3][CH:2]([NH:1][C:31](=[O:32])[N:30]([CH3:34])[CH3:29])[CH2:7][CH2:6]3)=[CH:9][CH:10]=1)=[N:15]2. (2) Given the reactants C(OC([N:8]1[CH2:13][CH2:12][CH:11]([NH:14][C:15](=[O:35])[CH2:16][CH2:17][CH2:18][N:19]2[CH2:24][CH2:23][N:22]([C:25]3[CH:30]=[CH:29][C:28]([C:31]([F:34])([F:33])[F:32])=[CH:27][CH:26]=3)[CH2:21][CH2:20]2)[CH2:10][CH2:9]1)=O)(C)(C)C.C(=O)([O-])[O-].[K+].[K+], predict the reaction product. The product is: [NH:8]1[CH2:13][CH2:12][CH:11]([NH:14][C:15](=[O:35])[CH2:16][CH2:17][CH2:18][N:19]2[CH2:20][CH2:21][N:22]([C:25]3[CH:26]=[CH:27][C:28]([C:31]([F:33])([F:34])[F:32])=[CH:29][CH:30]=3)[CH2:23][CH2:24]2)[CH2:10][CH2:9]1. (3) Given the reactants [CH:1]1[C:10]2[C:5](=[CH:6][CH:7]=[CH:8][CH:9]=2)[CH:4]=[CH:3][C:2]=1[CH2:11][C:12]1[O:13][C:14]([CH3:34])=[C:15]([CH3:33])[C:16]=1[C:17]([C:19]1[CH:24]=[C:23]([CH:25]([CH3:27])[CH3:26])[C:22]([O:28]C)=[C:21]([CH:30]([CH3:32])[CH3:31])[CH:20]=1)=[O:18].B(Br)(Br)Br.C(Cl)Cl, predict the reaction product. The product is: [CH:1]1[C:10]2[C:5](=[CH:6][CH:7]=[CH:8][CH:9]=2)[CH:4]=[CH:3][C:2]=1[CH2:11][C:12]1[O:13][C:14]([CH3:34])=[C:15]([CH3:33])[C:16]=1[C:17]([C:19]1[CH:20]=[C:21]([CH:30]([CH3:31])[CH3:32])[C:22]([OH:28])=[C:23]([CH:25]([CH3:27])[CH3:26])[CH:24]=1)=[O:18]. (4) Given the reactants [NH2:1][C:2]1[C:7]([Br:8])=[CH:6][C:5]([F:9])=[CH:4][C:3]=1[SH:10].CN1C(=O)CCC1.[CH3:18][CH:19]([CH3:23])[C:20](Cl)=O, predict the reaction product. The product is: [Br:8][C:7]1[C:2]2[N:1]=[C:18]([CH:19]([CH3:23])[CH3:20])[S:10][C:3]=2[CH:4]=[C:5]([F:9])[CH:6]=1. (5) Given the reactants C[O:2][C:3]1[N:8]=[CH:7][C:6]([CH2:9][C:10]2[C:11](=[O:18])[N:12]=[C:13]([S:16][CH3:17])[NH:14][CH:15]=2)=[CH:5][N:4]=1.B(Br)(Br)Br, predict the reaction product. The product is: [CH3:17][S:16][C:13]1[NH:14][CH:15]=[C:10]([CH2:9][C:6]2[CH:5]=[N:4][C:3](=[O:2])[NH:8][CH:7]=2)[C:11](=[O:18])[N:12]=1. (6) Given the reactants Cl[CH2:2][C:3]1[N:12]=[C:11]([NH:13][C@@H:14]([C@H:18]([CH3:21])[CH2:19][CH3:20])[C:15]([NH2:17])=[O:16])[C:10]2[C:5](=[CH:6][CH:7]=[CH:8][CH:9]=2)[N:4]=1.[C:22]1([N:28]2[CH2:33][CH2:32][NH:31][CH2:30][CH2:29]2)[CH:27]=[CH:26][CH:25]=[CH:24][CH:23]=1.C(=O)([O-])[O-].[K+].[K+], predict the reaction product. The product is: [CH3:21][C@H:18]([CH2:19][CH3:20])[C@H:14]([NH:13][C:11]1[C:10]2[C:5](=[CH:6][CH:7]=[CH:8][CH:9]=2)[N:4]=[C:3]([CH2:2][N:31]2[CH2:32][CH2:33][N:28]([C:22]3[CH:27]=[CH:26][CH:25]=[CH:24][CH:23]=3)[CH2:29][CH2:30]2)[N:12]=1)[C:15]([NH2:17])=[O:16]. (7) Given the reactants [Br:1][CH2:2][C:3]1[C:19]([C:20]#[N:21])=[CH:18][C:6]([C:7]([N:9](C)[C:10](=O)OC(C)(C)C)=[O:8])=[C:5]([O:22][CH2:23][CH3:24])[CH:4]=1, predict the reaction product. The product is: [CH3:10][NH:9][C:7](=[O:8])[C:6]1[CH:18]=[C:19]([C:20]#[N:21])[C:3]([CH2:2][Br:1])=[CH:4][C:5]=1[O:22][CH2:23][CH3:24].